Dataset: Full USPTO retrosynthesis dataset with 1.9M reactions from patents (1976-2016). Task: Predict the reactants needed to synthesize the given product. (1) The reactants are: C1N=CN(C(N2C=NC=C2)=O)C=1.[C:13]1([C:19]#[C:20][C:21]2[S:22][C:23]([C:26]([OH:28])=O)=[CH:24][N:25]=2)[CH:18]=[CH:17][CH:16]=[CH:15][CH:14]=1.[NH:29]1[CH2:34][CH2:33][CH2:32][CH2:31][CH2:30]1.FC(F)(F)C(O)=O. Given the product [C:13]1([C:19]#[C:20][C:21]2[S:22][C:23]([C:26]([N:29]3[CH2:34][CH2:33][CH2:32][CH2:31][CH2:30]3)=[O:28])=[CH:24][N:25]=2)[CH:14]=[CH:15][CH:16]=[CH:17][CH:18]=1, predict the reactants needed to synthesize it. (2) Given the product [CH:15]12[CH2:17][CH:11]1[CH2:12][N:13]([C:2]1[CH:7]=[CH:6][C:5]([N+:8]([O-:10])=[O:9])=[CH:4][N:3]=1)[CH2:14]2, predict the reactants needed to synthesize it. The reactants are: Cl[C:2]1[CH:7]=[CH:6][C:5]([N+:8]([O-:10])=[O:9])=[CH:4][N:3]=1.[CH:11]12[CH2:17]C[CH:15]1[CH2:14][NH:13][CH2:12]2.C(N(CC)CC)C. (3) Given the product [N+:3]([O-:6])([O-:5])=[O:4].[Ru+3:7].[N+:3]([O-:6])([O-:5])=[O:4].[N+:3]([O-:6])([O-:5])=[O:4].[N+:3]([O-:6])([OH:5])=[O:4].[N+:3]([O-:6])([O-:5])=[O:4].[La+3:24].[N+:3]([O-:6])([O-:5])=[O:4].[N+:3]([O-:6])([O-:5])=[O:4], predict the reactants needed to synthesize it. The reactants are: [H][H].[N+:3]([O-:6])([O-:5])=[O:4].[Ru+3:7].[N+]([O-])([O-])=O.[N+]([O-])([O-])=O.[N+]([O-])(O)=O.C([O-])(=O)C.[La+3:24].C([O-])(=O)C.C([O-])(=O)C.[N+]([O-])([O-])=O.[La+3].[N+]([O-])([O-])=O.[N+]([O-])([O-])=O. (4) Given the product [F:1][C:2]1[CH:7]=[C:6]([C:8]([F:9])([F:11])[F:10])[CH:5]=[CH:4][C:3]=1[C:12]1[C:21]2[CH2:20][CH2:19][CH2:18][C@@H:17]([NH:22][S:24]([CH3:23])(=[O:26])=[O:25])[C:16]=2[CH:15]=[N:14][CH:13]=1, predict the reactants needed to synthesize it. The reactants are: [F:1][C:2]1[CH:7]=[C:6]([C:8]([F:11])([F:10])[F:9])[CH:5]=[CH:4][C:3]=1[C:12]1[C:21]2[CH2:20][CH2:19][CH2:18][C@@H:17]([NH2:22])[C:16]=2[CH:15]=[N:14][CH:13]=1.[CH3:23][S:24](Cl)(=[O:26])=[O:25]. (5) The reactants are: Cl.[NH2:2][C:3]1[CH:4]=[CH:5][C:6]([CH3:22])=[C:7]([NH:9][C:10]2[CH:11]=[C:12]3[C:17](=[CH:18][CH:19]=2)[N:16]=[CH:15][N:14]([CH3:20])[C:13]3=[O:21])[CH:8]=1.[F:23][C:24]1[CH:29]=[CH:28][C:27]([N:30]2[C:34]([C:35](O)=[O:36])=[CH:33][C:32]([S:38][CH3:39])=[N:31]2)=[CH:26][CH:25]=1.CN(C(ON1N=NC2C=CC=NC1=2)=[N+](C)C)C.F[P-](F)(F)(F)(F)F.CCN(C(C)C)C(C)C. Given the product [F:23][C:24]1[CH:29]=[CH:28][C:27]([N:30]2[C:34]([C:35]([NH:2][C:3]3[CH:4]=[CH:5][C:6]([CH3:22])=[C:7]([NH:9][C:10]4[CH:11]=[C:12]5[C:17](=[CH:18][CH:19]=4)[N:16]=[CH:15][N:14]([CH3:20])[C:13]5=[O:21])[CH:8]=3)=[O:36])=[CH:33][C:32]([S:38][CH3:39])=[N:31]2)=[CH:26][CH:25]=1, predict the reactants needed to synthesize it. (6) Given the product [CH:1]1([CH:4]([C:11]2[CH:16]=[CH:15][CH:14]=[C:13]([CH2:17][O:18][C:19]3[CH:20]=[N:21][C:22]([OH:30])=[C:23]([CH2:25][C:26]([CH3:29])([CH3:28])[CH3:27])[CH:24]=3)[CH:12]=2)[CH2:5][C:6]([O:8][CH2:9][CH3:10])=[O:7])[CH2:3][CH2:2]1, predict the reactants needed to synthesize it. The reactants are: [CH:1]1([CH:4]([C:11]2[CH:16]=[CH:15][CH:14]=[C:13]([CH2:17][O:18][C:19]3[CH:20]=[N:21][C:22]([O:30]C)=[C:23]([CH2:25][C:26]([CH3:29])([CH3:28])[CH3:27])[CH:24]=3)[CH:12]=2)[CH2:5][C:6]([O:8][CH2:9][CH3:10])=[O:7])[CH2:3][CH2:2]1.[Cl-].[NH+]1C=CC=CC=1.Cl. (7) The reactants are: [Cl:1][C:2]1[CH:3]=[C:4]2[C:9](=[CH:10][C:11]=1[C:12]([N:14]1[CH2:18][CH2:17][CH2:16][CH2:15]1)=[O:13])[N:8]=[CH:7][N:6]=[C:5]2[NH:19][CH:20]([C:26]1[N:30](C(OC(C)(C)C)=O)[C:29]2[CH:38]=[CH:39][C:40]([Cl:42])=[CH:41][C:28]=2[N:27]=1)[CH2:21][CH2:22][C:23]([OH:25])=O.[NH2:43][CH:44]1[CH2:49][CH2:48][N:47](C(OC(C)(C)C)=O)[CH2:46][CH2:45]1.CN(C(ON1N=NC2C=CC=CC1=2)=[N+](C)C)C.[B-](F)(F)(F)F.FC(F)(F)C(O)=O. Given the product [Cl:1][C:2]1[CH:3]=[C:4]2[C:9](=[CH:10][C:11]=1[C:12]([N:14]1[CH2:15][CH2:16][CH2:17][CH2:18]1)=[O:13])[N:8]=[CH:7][N:6]=[C:5]2[NH:19][CH:20]([C:26]1[NH:30][C:29]2[CH:38]=[CH:39][C:40]([Cl:42])=[CH:41][C:28]=2[N:27]=1)[CH2:21][CH2:22][C:23]([NH:43][CH:44]1[CH2:49][CH2:48][NH:47][CH2:46][CH2:45]1)=[O:25], predict the reactants needed to synthesize it. (8) Given the product [CH3:22][C:19]([C:23]1[CH:35]=[C:34]([C:36]([CH3:39])([CH3:40])[CH2:37][CH3:38])[CH:33]=[CH:32][C:24]=1[O:25][CH:26]([CH2:30][CH3:31])[C:27]([NH:10][C:9]1[CH:11]=[C:12]([Cl:16])[C:13]([CH2:14][CH3:15])=[C:7]([Cl:6])[C:8]=1[OH:17])=[O:28])([CH3:18])[CH2:20][CH3:21], predict the reactants needed to synthesize it. The reactants are: C(=O)(O)[O-].[K+].[Cl:6][C:7]1[C:8]([OH:17])=[C:9]([CH:11]=[C:12]([Cl:16])[C:13]=1[CH2:14][CH3:15])[NH2:10].[CH3:18][C:19]([C:23]1[CH:35]=[C:34]([C:36]([CH3:40])([CH3:39])[CH2:37][CH3:38])[CH:33]=[CH:32][C:24]=1[O:25][CH:26]([CH2:30][CH3:31])[C:27](Cl)=[O:28])([CH3:22])[CH2:20][CH3:21].